This data is from Full USPTO retrosynthesis dataset with 1.9M reactions from patents (1976-2016). The task is: Predict the reactants needed to synthesize the given product. (1) Given the product [Cl:10][C:3]1[CH:4]=[C:5]([O:8][CH3:9])[CH:6]=[CH:7][C:2]=1[C:19]1[C:20]([C:21]([O:23][CH2:24][CH3:25])=[O:22])=[CH:26][CH:27]=[CH:28][CH:29]=1, predict the reactants needed to synthesize it. The reactants are: Br[C:2]1[CH:7]=[CH:6][C:5]([O:8][CH3:9])=[CH:4][C:3]=1[Cl:10].CC1(C)C(C)(C)OB([C:19]2[CH:29]=[CH:28][CH:27]=[CH:26][C:20]=2[C:21]([O:23][CH2:24][CH3:25])=[O:22])O1.O.C(=O)([O-])O.[Na+]. (2) Given the product [Br:1][C:2]1[N:7]=[C:6]([NH:8][C:9]2[CH:10]=[C:11]3[C:16](=[CH:17][CH:18]=2)[CH2:15][NH:14][CH2:13][CH2:12]3)[C:5](=[O:26])[N:4]([CH3:27])[CH:3]=1, predict the reactants needed to synthesize it. The reactants are: [Br:1][C:2]1[N:7]=[C:6]([NH:8][C:9]2[CH:10]=[C:11]3[C:16](=[CH:17][CH:18]=2)[CH2:15][N:14](C(OC(C)(C)C)=O)[CH2:13][CH2:12]3)[C:5](=[O:26])[N:4]([CH3:27])[CH:3]=1.FC(F)(F)C(O)=O. (3) Given the product [Cl:36][CH2:37][C:27]([N:24]1[CH2:25][CH2:26][C@H:21]([NH:20][C:18](=[O:19])[O:17][CH2:10][C:11]2[CH:16]=[CH:15][CH:14]=[CH:13][CH:12]=2)[C@H:22]([O:34][CH3:35])[CH2:23]1)=[O:28], predict the reactants needed to synthesize it. The reactants are: CO.Cl.C(OCC)(=O)C.[CH2:10]([O:17][C:18]([NH:20][C@H:21]1[CH2:26][CH2:25][N:24]([C:27](OC(C)(C)C)=[O:28])[CH2:23][C@H:22]1[O:34][CH3:35])=[O:19])[C:11]1[CH:16]=[CH:15][CH:14]=[CH:13][CH:12]=1.[Cl:36][CH2:37]C(Cl)=O.